Dataset: Reaction yield outcomes from USPTO patents with 853,638 reactions. Task: Predict the reaction yield, written as a fraction of the theoretical maximum amount of product (1.0 means a 100% yield; for example, 0.34 means a 34% yield). (1) The reactants are [CH3:1][O:2][N:3]=[C:4]1[C:10]2[CH:11]=[CH:12][CH:13]=[CH:14][C:9]=2[CH2:8][CH2:7][CH2:6][CH:5]1[F:15].C([BH3-])#N.[Na+]. The catalyst is C(O)(=O)C. The product is [F:15][CH:5]1[CH2:6][CH2:7][CH2:8][C:9]2[CH:14]=[CH:13][CH:12]=[CH:11][C:10]=2[CH:4]1[NH:3][O:2][CH3:1]. The yield is 0.520. (2) The reactants are Cl.[S:2]1[C:10]2[CH2:9][CH2:8][NH:7][CH2:6][C:5]=2[CH:4]=[CH:3]1.Br.Br[CH2:13][C:14]1[CH:19]=[CH:18][CH:17]=[CH:16][N:15]=1.C([O-])([O-])=O.[K+].[K+]. The catalyst is [N+](CCCC)(CCCC)(CCCC)CCCC.[O-]S(O)(=O)=O.C(#N)C. The product is [N:15]1[CH:16]=[CH:17][CH:18]=[CH:19][C:14]=1[CH2:13][N:7]1[CH2:8][CH2:9][C:10]2[S:2][CH:3]=[CH:4][C:5]=2[CH2:6]1. The yield is 0.260. (3) The reactants are [F:1][C:2]1[CH:3]=[N:4][CH:5]=[CH:6][C:7]=1[C:8]([OH:10])=O.[F:11][C:12]1[CH:29]=[CH:28][C:15]([C:16]([N:18]2[CH2:23][CH2:22][CH2:21][C@H:20]([C:24]([NH:26]O)=[NH:25])[CH2:19]2)=[O:17])=[CH:14][CH:13]=1.C1C=CC2N(O)N=NC=2C=1.CCN=C=NCCCN(C)C.Cl. The catalyst is O1CCOCC1.C(N(CC)CC)C. The product is [F:11][C:12]1[CH:29]=[CH:28][C:15]([C:16]([N:18]2[CH2:23][CH2:22][CH2:21][C@H:20]([C:24]3[N:26]=[C:8]([C:7]4[CH:6]=[CH:5][N:4]=[CH:3][C:2]=4[F:1])[O:10][N:25]=3)[CH2:19]2)=[O:17])=[CH:14][CH:13]=1. The yield is 0.420. (4) The reactants are [F:1][C:2]1[CH:7]=[C:6]([F:8])[CH:5]=[CH:4][C:3]=1[N:9]1[C:13]([OH:14])=[CH:12][C:11]([C:15]([O:17][CH2:18][CH3:19])=[O:16])=[N:10]1.C(N(CC)CC)C.C1C=CC(N([S:34]([C:37]([F:40])([F:39])[F:38])(=[O:36])=[O:35])[S:34]([C:37]([F:40])([F:39])[F:38])(=[O:36])=[O:35])=CC=1.O. The catalyst is O1CCCC1. The product is [F:1][C:2]1[CH:7]=[C:6]([F:8])[CH:5]=[CH:4][C:3]=1[N:9]1[C:13]([O:14][S:34]([C:37]([F:40])([F:39])[F:38])(=[O:36])=[O:35])=[CH:12][C:11]([C:15]([O:17][CH2:18][CH3:19])=[O:16])=[N:10]1. The yield is 0.940. (5) The reactants are [O:1]=[C:2]1[C:7]([CH2:8][C:9]2[CH:14]=[CH:13][C:12]([C:15]3[C:16]([C:21]#[N:22])=[CH:17][CH:18]=[CH:19][CH:20]=3)=[CH:11][CH:10]=2)=[C:6]([CH2:23][CH2:24][CH3:25])[N:5]2[N:26]=[CH:27][N:28]=[C:4]2[N:3]1[CH:29]1[CH2:41][CH2:40][C:32]2([O:36][C@H:35]3[CH2:37][O:38][CH2:39][C@H:34]3[O:33]2)[CH2:31][CH2:30]1.C([BH3-])#N.[Na+].O1CCCC1. The catalyst is C(OCC)(=O)C. The product is [OH:36][C@H:35]1[CH2:37][O:38][CH2:39][C@H:34]1[O:33][C@H:32]1[CH2:31][CH2:30][C@H:29]([N:3]2[C:2](=[O:1])[C:7]([CH2:8][C:9]3[CH:14]=[CH:13][C:12]([C:15]4[C:16]([C:21]#[N:22])=[CH:17][CH:18]=[CH:19][CH:20]=4)=[CH:11][CH:10]=3)=[C:6]([CH2:23][CH2:24][CH3:25])[N:5]3[N:26]=[CH:27][N:28]=[C:4]23)[CH2:41][CH2:40]1. The yield is 0.180. (6) The reactants are C(OC([C:6]1[C:7]([C:19]2[N:20](C(OC(C)(C)C)=O)[C:21]3[C:26]([CH:27]=2)=[CH:25][CH:24]=[CH:23][CH:22]=3)=[N:8][N:9](COCC[Si](C)(C)C)[CH:10]=1)=O)C.[C:35](C1C(I)=NN(C(OCC)=O)C=1)#[N:36]. The product is [NH:20]1[C:21]2[C:26](=[CH:25][CH:24]=[CH:23][CH:22]=2)[CH:27]=[C:19]1[C:7]1([C:35]#[N:36])[CH:6]=[CH:10][NH:9][NH:8]1. No catalyst specified. The yield is 0.500. (7) The reactants are C(OC([N:8]1[CH2:11][CH:10]([C:12]2[C:17]([C:18]3[CH:23]=[CH:22][CH:21]=[CH:20][CH:19]=3)=[CH:16][CH:15]=[CH:14][N:13]=2)[CH2:9]1)=O)(C)(C)C.[ClH:24].CO. No catalyst specified. The product is [ClH:24].[NH:8]1[CH2:9][CH:10]([C:12]2[C:17]([C:18]3[CH:23]=[CH:22][CH:21]=[CH:20][CH:19]=3)=[CH:16][CH:15]=[CH:14][N:13]=2)[CH2:11]1. The yield is 1.00. (8) The reactants are [Cl:1][C:2]1[CH:3]=[CH:4][C:5]([C:8]2[CH:13]=[CH:12][NH:11][C:10](=[O:14])[CH:9]=2)=[N:6][CH:7]=1.Br[C:16]1[CH:17]=[CH:18][C:19]2[C:20]3[CH2:29][N:28]([C:30]([O:32][C:33]([CH3:36])([CH3:35])[CH3:34])=[O:31])[CH2:27][CH2:26][C:21]=3[N:22]([CH3:25])[C:23]=2[CH:24]=1. No catalyst specified. The product is [Cl:1][C:2]1[CH:3]=[CH:4][C:5]([C:8]2[CH:13]=[CH:12][N:11]([C:16]3[CH:17]=[CH:18][C:19]4[C:20]5[CH2:29][N:28]([C:30]([O:32][C:33]([CH3:36])([CH3:35])[CH3:34])=[O:31])[CH2:27][CH2:26][C:21]=5[N:22]([CH3:25])[C:23]=4[CH:24]=3)[C:10](=[O:14])[CH:9]=2)=[N:6][CH:7]=1. The yield is 0.300. (9) The reactants are [NH2:1][C:2]1[CH:22]=[CH:21][CH:20]=[C:19]([Cl:23])[C:3]=1[C:4]([NH:6][C:7]1[CH:12]=[CH:11][CH:10]=[CH:9][C:8]=1[C:13]1[CH:18]=[CH:17][CH:16]=[CH:15][CH:14]=1)=[O:5].[Cl:24][CH2:25][C:26](Cl)=O. The catalyst is C(O)(=O)C. The product is [C:8]1([C:13]2[CH:18]=[CH:17][CH:16]=[CH:15][CH:14]=2)[CH:9]=[CH:10][CH:11]=[CH:12][C:7]=1[N:6]1[C:4](=[O:5])[C:3]2[C:2](=[CH:22][CH:21]=[CH:20][C:19]=2[Cl:23])[N:1]=[C:26]1[CH2:25][Cl:24]. The yield is 0.610.